Dataset: Full USPTO retrosynthesis dataset with 1.9M reactions from patents (1976-2016). Task: Predict the reactants needed to synthesize the given product. Given the product [F:15][C:14]([F:17])([F:16])[C:12]1[CH:11]=[C:10]([C:18]2[CH:23]=[CH:22][C:21]([C:24]([F:27])([F:26])[F:25])=[CH:20][CH:19]=2)[N:9]=[C:8]([C:6]2[CH:5]=[CH:4][N:3]=[C:2]([C:32]3[CH:31]=[N:30][C:29]([NH2:28])=[CH:34][CH:33]=3)[CH:7]=2)[CH:13]=1, predict the reactants needed to synthesize it. The reactants are: Cl[C:2]1[CH:7]=[C:6]([C:8]2[CH:13]=[C:12]([C:14]([F:17])([F:16])[F:15])[CH:11]=[C:10]([C:18]3[CH:23]=[CH:22][C:21]([C:24]([F:27])([F:26])[F:25])=[CH:20][CH:19]=3)[N:9]=2)[CH:5]=[CH:4][N:3]=1.[NH2:28][C:29]1[CH:34]=[CH:33][C:32](B2OC(C)(C)C(C)(C)O2)=[CH:31][N:30]=1.